This data is from Reaction yield outcomes from USPTO patents with 853,638 reactions. The task is: Predict the reaction yield, written as a fraction of the theoretical maximum amount of product (1.0 means a 100% yield; for example, 0.34 means a 34% yield). (1) The reactants are N(C(OCC)=O)=NC(OCC)=O.[Cl:13][C:14]1[CH:33]=[CH:32][C:17]([NH:18][C:19]2[C:28]3[C:23](=[CH:24][C:25]([OH:31])=[C:26]([O:29][CH3:30])[CH:27]=3)[N:22]=[CH:21][N:20]=2)=[C:16]([F:34])[CH:15]=1.C1(P(C2C=CC=CC=2)C2C=CC=CC=2)C=CC=CC=1.[CH3:54][C:55]1[N:60]=[C:59]([CH2:61][CH2:62]O)[CH:58]=[CH:57][CH:56]=1. The catalyst is C(Cl)Cl. The product is [ClH:13].[Cl:13][C:14]1[CH:33]=[CH:32][C:17]([NH:18][C:19]2[C:28]3[C:23](=[CH:24][C:25]([O:31][CH2:62][CH2:61][C:59]4[CH:58]=[CH:57][CH:56]=[C:55]([CH3:54])[N:60]=4)=[C:26]([O:29][CH3:30])[CH:27]=3)[N:22]=[CH:21][N:20]=2)=[C:16]([F:34])[CH:15]=1. The yield is 0.340. (2) The reactants are [Br:1][C:2]1[C:3]([O:12][C@H:13]2[CH2:17][NH:16][C@H:15]([C:18]([OH:20])=[O:19])[CH2:14]2)=[N:4][C:5]2[C:10]([CH:11]=1)=[CH:9][CH:8]=[CH:7][CH:6]=2.C(O)(C(F)(F)F)=O.C(=O)([O-])[O-].[K+].[K+].[C:34](Cl)(=[O:50])[O:35][CH2:36][CH:37]1[C:49]2[CH:48]=[CH:47][CH:46]=[CH:45][C:44]=2[C:43]2[C:38]1=[CH:39][CH:40]=[CH:41][CH:42]=2. The catalyst is O1CCOCC1.O. The product is [CH:48]1[C:49]2[CH:37]([CH2:36][O:35][C:34]([N:16]3[CH2:17][C@H:13]([O:12][C:3]4[C:2]([Br:1])=[CH:11][C:10]5[C:5](=[CH:6][CH:7]=[CH:8][CH:9]=5)[N:4]=4)[CH2:14][C@H:15]3[C:18]([OH:20])=[O:19])=[O:50])[C:38]3[C:43](=[CH:42][CH:41]=[CH:40][CH:39]=3)[C:44]=2[CH:45]=[CH:46][CH:47]=1. The yield is 0.650. (3) The reactants are [NH2:1][C:2]1[N:7]=[CH:6][N:5]=[C:4]2[N:8]([CH2:12][C@H:13]3[CH2:17][CH2:16][CH2:15][N:14]3[C:18]([O:20][C:21]([CH3:24])([CH3:23])[CH3:22])=[O:19])[N:9]=[C:10](I)[C:3]=12.[F:25][C:26]1[CH:41]=[CH:40][CH:39]=[CH:38][C:27]=1[O:28][C:29]1[CH:34]=[CH:33][C:32](B(O)O)=[CH:31][CH:30]=1.C(=O)([O-])[O-].[Na+].[Na+]. The catalyst is O1CCOCC1.O.C1C=CC([P]([Pd]([P](C2C=CC=CC=2)(C2C=CC=CC=2)C2C=CC=CC=2)([P](C2C=CC=CC=2)(C2C=CC=CC=2)C2C=CC=CC=2)[P](C2C=CC=CC=2)(C2C=CC=CC=2)C2C=CC=CC=2)(C2C=CC=CC=2)C2C=CC=CC=2)=CC=1. The product is [NH2:1][C:2]1[N:7]=[CH:6][N:5]=[C:4]2[N:8]([CH2:12][C@@H:13]3[CH2:17][CH2:16][CH2:15][N:14]3[C:18]([O:20][C:21]([CH3:24])([CH3:23])[CH3:22])=[O:19])[N:9]=[C:10]([C:32]3[CH:31]=[CH:30][C:29]([O:28][C:27]4[CH:38]=[CH:39][CH:40]=[CH:41][C:26]=4[F:25])=[CH:34][CH:33]=3)[C:3]=12. The yield is 0.590. (4) The reactants are [CH3:1][N:2]1[C:10]2[C:5](=[CH:6][CH:7]=[C:8]([N+:11]([O-])=O)[CH:9]=2)[CH:4]=[CH:3]1.[Cl-].[NH4+]. The catalyst is C(O)C.O.[Fe]. The product is [CH3:1][N:2]1[C:10]2[C:5](=[CH:6][CH:7]=[C:8]([NH2:11])[CH:9]=2)[CH:4]=[CH:3]1. The yield is 0.370. (5) The product is [Cl:17][C:14]1[CH:15]=[CH:16][C:11]([NH:8][C:6]2[C:5]([CH3:9])=[CH:4][N:3]=[C:2]([Cl:1])[N:7]=2)=[CH:12][C:13]=1[O:18][CH3:19]. The reactants are [Cl:1][C:2]1[N:7]=[C:6]([NH2:8])[C:5]([CH3:9])=[CH:4][N:3]=1.Br[C:11]1[CH:16]=[CH:15][C:14]([Cl:17])=[C:13]([O:18][CH3:19])[CH:12]=1.CC1(C)C2C(=C(P(C3C=CC=CC=3)C3C=CC=CC=3)C=CC=2)OC2C(P(C3C=CC=CC=3)C3C=CC=CC=3)=CC=CC1=2.C(=O)([O-])[O-].[Cs+].[Cs+]. The catalyst is O1CCOCC1.C(Cl)Cl.C1C=CC(/C=C/C(/C=C/C2C=CC=CC=2)=O)=CC=1.C1C=CC(/C=C/C(/C=C/C2C=CC=CC=2)=O)=CC=1.C1C=CC(/C=C/C(/C=C/C2C=CC=CC=2)=O)=CC=1.[Pd].[Pd]. The yield is 0.550. (6) The reactants are C([O:8][C:9]1[C:14]([O:15]CC2C=CC=CC=2)=[C:13]([O:23][CH3:24])[CH:12]=[CH:11][C:10]=1[C:25]([C:27]1[C:33]2[CH:34]=[C:35]([O:42][CH3:43])[C:36]([O:40][CH3:41])=[C:37]([O:38][CH3:39])[C:32]=2[CH2:31][CH2:30][CH2:29][CH:28]=1)=[O:26])C1C=CC=CC=1.C1CC=CCC=1.CC(=O)OCC. The catalyst is CCO.[Pd]. The product is [OH:8][C:9]1[C:14]([OH:15])=[C:13]([O:23][CH3:24])[CH:12]=[CH:11][C:10]=1[C:25]([C:27]1[C:33]2[CH:34]=[C:35]([O:42][CH3:43])[C:36]([O:40][CH3:41])=[C:37]([O:38][CH3:39])[C:32]=2[CH2:31][CH2:30][CH2:29][CH:28]=1)=[O:26]. The yield is 0.630. (7) The reactants are [Br:1][C:2]1[C:7](F)=[C:6]([N+:9]([O-])=O)[CH:5]=[CH:4][C:3]=1[F:12].CC[N:15]([CH:19]([CH3:21])[CH3:20])C(C)C.C1(N)CC1.[NH4+].[Cl-]. The catalyst is CC#N.[Fe]. The yield is 0.620. The product is [Br:1][C:2]1[C:3]([F:12])=[CH:4][CH:5]=[C:6]([NH2:9])[C:7]=1[NH:15][CH:19]1[CH2:21][CH2:20]1. (8) The reactants are [CH3:1][NH:2][CH2:3][CH2:4][C@H:5]([O:11][C:12]1[CH:13]=[CH:14][CH:15]=[C:16]2[CH:21]=[CH:20][CH:19]=[CH:18][C:17]=12)[C:6]1[S:10][CH:9]=[CH:8][CH:7]=1.C(O)C.[ClH:25].CCCCCC. The product is [CH3:1][NH:2][CH2:3][CH2:4][C@H:5]([O:11][C:12]1[CH:13]=[CH:14][CH:15]=[C:16]2[CH:21]=[CH:20][CH:19]=[CH:18][C:17]=12)[C:6]1[S:10][CH:9]=[CH:8][CH:7]=1.[ClH:25]. The catalyst is ClCCl. The yield is 0.550. (9) The yield is 0.980. No catalyst specified. The reactants are [Cl:1][C:2]1[C:3]([I:12])=[C:4]([CH:8]=[C:9]([Cl:11])[CH:10]=1)[C:5](O)=[O:6].O=S(Cl)[Cl:15]. The product is [Cl:1][C:2]1[C:3]([I:12])=[C:4]([CH:8]=[C:9]([Cl:11])[CH:10]=1)[C:5]([Cl:15])=[O:6].